The task is: Predict the product of the given reaction.. This data is from Forward reaction prediction with 1.9M reactions from USPTO patents (1976-2016). (1) Given the reactants [CH2:1]([C:3]1[CH:8]=[C:7]([CH3:9])[CH:6]=[C:5]([CH2:10][CH3:11])[C:4]=1[C:12]1[C:13](=[O:24])[N:14]([CH3:23])[N:15]=[C:16]([CH3:22])[C:17]=1S(C)(=O)=O)[CH3:2].[OH-:25].[Na+], predict the reaction product. The product is: [CH2:1]([C:3]1[CH:8]=[C:7]([CH3:9])[CH:6]=[C:5]([CH2:10][CH3:11])[C:4]=1[C:12]1[C:13](=[O:24])[N:14]([CH3:23])[N:15]=[C:16]([CH3:22])[C:17]=1[OH:25])[CH3:2]. (2) Given the reactants [CH:1]1[CH:2]=[CH:3][C:4]2[O:12][C:10](=O)[NH:9][C:7](=[O:8])[C:5]=2[CH:6]=1.IC.C(=O)([O-])[O-].[Na+].[Na+], predict the reaction product. The product is: [CH3:10][NH:9][C:7](=[O:8])[C:5]1[C:4](=[CH:3][CH:2]=[CH:1][CH:6]=1)[OH:12]. (3) Given the reactants C(Cl)(=O)C(Cl)=O.CS(C)=O.[Br:11][C:12]1[CH:17]=[CH:16][C:15]([C@H:18]2[CH2:20][C@@H:19]2[CH2:21][OH:22])=[CH:14][CH:13]=1.C(N(CC)CC)C, predict the reaction product. The product is: [Br:11][C:12]1[CH:13]=[CH:14][C:15]([C@H:18]2[CH2:20][C@@H:19]2[CH:21]=[O:22])=[CH:16][CH:17]=1. (4) Given the reactants [CH3:1][O:2][C:3]1[N:4]=[C:5]2[C:10](=[CH:11][CH:12]=1)[N:9]=[CH:8][CH:7]=[C:6]2OS(C(F)(F)F)(=O)=O.[CH2:21]([Sn](CCCC)(CCCC)C=C)[CH2:22]CC, predict the reaction product. The product is: [CH3:1][O:2][C:3]1[CH:12]=[CH:11][C:10]2[C:5](=[C:6]([CH:21]=[CH2:22])[CH:7]=[CH:8][N:9]=2)[N:4]=1. (5) The product is: [Br:1][C:2]1[CH:7]=[CH:6][C:5]([S:8]([NH:20][CH2:17][CH2:18][CH3:19])(=[O:10])=[O:9])=[C:4]([O:12][C:13]([F:16])([F:15])[F:14])[CH:3]=1. Given the reactants [Br:1][C:2]1[CH:7]=[CH:6][C:5]([S:8](Cl)(=[O:10])=[O:9])=[C:4]([O:12][C:13]([F:16])([F:15])[F:14])[CH:3]=1.[CH2:17]([NH2:20])[CH2:18][CH3:19], predict the reaction product. (6) Given the reactants C([O-])([O-])=O.[K+].[K+].[C:7]([N:10]([C:17]1[CH:22]=[CH:21][C:20]([CH2:23][CH2:24][S:25]([N:28]2[CH2:49][CH2:48][C:31]3([N:35]=[C:34]([C:36]4[CH:41]=[CH:40][CH:39]=[C:38]([O:42][C:43]([F:46])([F:45])[F:44])[CH:37]=4)[NH:33][C:32]3=[O:47])[CH2:30][CH2:29]2)(=[O:27])=[O:26])=[C:19]([CH3:50])[CH:18]=1)[CH2:11][CH2:12][O:13]C(=O)C)(=[O:9])[CH3:8].O, predict the reaction product. The product is: [OH:13][CH2:12][CH2:11][N:10]([C:17]1[CH:22]=[CH:21][C:20]([CH2:23][CH2:24][S:25]([N:28]2[CH2:49][CH2:48][C:31]3([N:35]=[C:34]([C:36]4[CH:41]=[CH:40][CH:39]=[C:38]([O:42][C:43]([F:45])([F:46])[F:44])[CH:37]=4)[NH:33][C:32]3=[O:47])[CH2:30][CH2:29]2)(=[O:27])=[O:26])=[C:19]([CH3:50])[CH:18]=1)[C:7](=[O:9])[CH3:8]. (7) Given the reactants C([O:8][C:9]([N:11]1[CH2:16][CH2:15][CH:14]([C:17]2[CH:21]=[C:20]([C:22]3[CH:27]=[CH:26][C:25]([O:28][CH3:29])=[CH:24][CH:23]=3)[N:19]([C:30]3[CH:35]=[CH:34][C:33]([O:36]CC4C=CC=CC=4)=[CH:32][CH:31]=3)[N:18]=2)[CH2:13][CH2:12]1)=O)C1C=CC=CC=1.ClC(Cl)(OC(=O)OC(Cl)(Cl)Cl)Cl.C(N(CC)CC)C.Cl.[CH3:64][NH:65][OH:66].C(=O)([O-])[O-].[K+].[K+], predict the reaction product. The product is: [OH:36][C:33]1[CH:34]=[CH:35][C:30]([N:19]2[C:20]([C:22]3[CH:27]=[CH:26][C:25]([O:28][CH3:29])=[CH:24][CH:23]=3)=[CH:21][C:17]([CH:14]3[CH2:15][CH2:16][N:11]([C:9](=[O:8])[N:65]([OH:66])[CH3:64])[CH2:12][CH2:13]3)=[N:18]2)=[CH:31][CH:32]=1.